From a dataset of Full USPTO retrosynthesis dataset with 1.9M reactions from patents (1976-2016). Predict the reactants needed to synthesize the given product. Given the product [CH3:8][S:9]([O:30][CH2:29][C@H:24]1[O:25][CH2:26][C@@H:27]([CH3:28])[N:22]([C:16]2[CH:15]=[C:14]([Cl:13])[N:19]=[C:18]([NH:20][CH3:21])[N:17]=2)[CH2:23]1)(=[O:11])=[O:10], predict the reactants needed to synthesize it. The reactants are: C(N(CC)CC)C.[CH3:8][S:9](Cl)(=[O:11])=[O:10].[Cl:13][C:14]1[N:19]=[C:18]([NH:20][CH3:21])[N:17]=[C:16]([N:22]2[C@H:27]([CH3:28])[CH2:26][O:25][C@H:24]([CH2:29][OH:30])[CH2:23]2)[CH:15]=1.C([O-])(O)=O.[Na+].